The task is: Predict the reaction yield, written as a fraction of the theoretical maximum amount of product (1.0 means a 100% yield; for example, 0.34 means a 34% yield).. This data is from Reaction yield outcomes from USPTO patents with 853,638 reactions. (1) The reactants are Cl[C:2]1[CH:3]=[C:4]([CH:8]=[C:9]([C:11]([F:14])([F:13])[F:12])[N:10]=1)[C:5]([OH:7])=[O:6].[CH3:15][S-:16].[Na+].CCOC(C)=O.Cl. The catalyst is C1COCC1. The product is [CH3:15][S:16][C:2]1[CH:3]=[C:4]([CH:8]=[C:9]([C:11]([F:14])([F:13])[F:12])[N:10]=1)[C:5]([OH:7])=[O:6]. The yield is 0.990. (2) The reactants are [C:1]([O:5][CH2:6][CH2:7][CH2:8][CH2:9][CH2:10][CH2:11][O:12][C:13]1[CH:21]=[CH:20][C:16]([C:17](Cl)=[O:18])=[CH:15][CH:14]=1)(=[O:4])[CH:2]=[CH2:3].C(N([CH2:27][CH3:28])CC)C.[OH:29][C:30]1[CH:49]=[CH:48][C:33]([CH:34]=[CH:35][C:36]([O:38][C@@H:39]2[CH:43]3[O:44][CH2:45][C@@H:46]([OH:47])[CH:42]3[O:41][CH2:40]2)=[O:37])=[CH:32][CH:31]=1. The catalyst is ClCCl. The product is [C:1]([O:5][CH2:6][CH2:7][CH2:8][CH2:9][CH2:10][CH2:11][O:12][C:13]1[CH:21]=[CH:20][C:16]([C:17]([O:29][C:30]2[CH:31]=[CH:32][C:33]([CH:34]=[CH:35][C:36]([O:38][C@@H:39]3[CH:43]4[O:44][CH2:45][C@@H:46]([O:47][C:17](=[O:18])[C:16]5[CH:15]=[CH:14][C:13]([O:12][CH2:11][CH2:10][CH2:9][CH2:8][CH2:7][CH2:6][O:5][C:1](=[O:4])[CH:27]=[CH2:28])=[CH:21][CH:20]=5)[CH:42]4[O:41][CH2:40]3)=[O:37])=[CH:48][CH:49]=2)=[O:18])=[CH:15][CH:14]=1)(=[O:4])[CH:2]=[CH2:3]. The yield is 0.610. (3) The reactants are [Cl-].[NH4+].[C:3]([O:7][C:8](=[O:46])[CH2:9][CH2:10][CH2:11][CH2:12][N:13]1[C:19]2[CH:20]=[CH:21][C:22]([I:24])=[CH:23][C:18]=2[C:17](=[O:25])[N:16]([CH:26]([C:28]2[CH:33]=[CH:32][C:31]([Cl:34])=[CH:30][C:29]=2[N+:35]([O-])=O)[CH3:27])[CH:15]([C:38]2[CH:43]=[CH:42][C:41]([Cl:44])=[CH:40][CH:39]=2)[C:14]1=[O:45])([CH3:6])([CH3:5])[CH3:4]. The catalyst is O.C(O)C.[Fe]. The product is [C:3]([O:7][C:8](=[O:46])[CH2:9][CH2:10][CH2:11][CH2:12][N:13]1[C:19]2[CH:20]=[CH:21][C:22]([I:24])=[CH:23][C:18]=2[C:17](=[O:25])[N:16]([CH:26]([C:28]2[CH:33]=[CH:32][C:31]([Cl:34])=[CH:30][C:29]=2[NH2:35])[CH3:27])[CH:15]([C:38]2[CH:39]=[CH:40][C:41]([Cl:44])=[CH:42][CH:43]=2)[C:14]1=[O:45])([CH3:4])([CH3:5])[CH3:6]. The yield is 0.950. (4) The product is [CH3:1][C:2]1([N:10]2[CH2:18][C:17]3[C:12](=[CH:13][CH:14]=[CH:15][C:16]=3[NH2:19])[C:11]2=[O:22])[CH2:7][CH2:6][C:5](=[O:8])[NH:4][C:3]1=[O:9]. The catalyst is CO.[Pd]. The reactants are [CH3:1][C:2]1([N:10]2[CH2:18][C:17]3[C:12](=[CH:13][CH:14]=[CH:15][C:16]=3[N+:19]([O-])=O)[C:11]2=[O:22])[CH2:7][CH2:6][C:5](=[O:8])[NH:4][C:3]1=[O:9].[H][H]. The yield is 0.133.